From a dataset of Forward reaction prediction with 1.9M reactions from USPTO patents (1976-2016). Predict the product of the given reaction. The product is: [CH3:40][C:41]1([CH3:62])[CH2:46][CH2:45][CH:44]([C:47]2[S:61][C:50]3[N:51]=[C:52]([CH3:60])[N:53]=[C:54]([C:55](=[O:57])[CH3:56])[C:49]=3[CH:48]=2)[CH2:43][CH2:42]1. Given the reactants ClC1C2C=C(C3CCC(C)(C)CC3)SC=2N=C(C)N=1.C([Sn](CCCC)(CCCC)C(OCC)=C)CCC.[NH4+].[Cl-].[CH3:40][C:41]1([CH3:62])[CH2:46][CH2:45][CH:44]([C:47]2[S:61][C:50]3[N:51]=[C:52]([CH3:60])[N:53]=[C:54]([C:55]([O:57]CC)=[CH2:56])[C:49]=3[CH:48]=2)[CH2:43][CH2:42]1.Cl, predict the reaction product.